Dataset: Catalyst prediction with 721,799 reactions and 888 catalyst types from USPTO. Task: Predict which catalyst facilitates the given reaction. Reactant: ClCCl.[F:4][C:5]1[CH:10]=[CH:9][C:8]([C@@:11]2([OH:25])[CH2:16][CH2:15][N:14]([C:17]([O:19][C:20]([CH3:23])([CH3:22])[CH3:21])=[O:18])[CH2:13][C@@H:12]2[OH:24])=[CH:7][CH:6]=1.[C:26](O[C:26](=[O:31])[C:27]([CH3:30])([CH3:29])[CH3:28])(=[O:31])[C:27]([CH3:30])([CH3:29])[CH3:28].C(N(CC)CC)C. Product: [F:4][C:5]1[CH:6]=[CH:7][C:8]([C@@:11]2([OH:25])[CH2:16][CH2:15][N:14]([C:17]([O:19][C:20]([CH3:22])([CH3:21])[CH3:23])=[O:18])[CH2:13][C@@H:12]2[O:24][C:26](=[O:31])[C:27]([CH3:30])([CH3:29])[CH3:28])=[CH:9][CH:10]=1. The catalyst class is: 768.